From a dataset of Forward reaction prediction with 1.9M reactions from USPTO patents (1976-2016). Predict the product of the given reaction. Given the reactants [CH3:1][CH2:2][CH2:3][CH2:4][NH:5][C:6]1[CH:7]=[C:8]([C:23]([OH:25])=[O:24])[CH:9]=[C:10]([S:19]([NH2:22])(=[O:21])=[O:20])[C:11]=1[O:12][C:13]1[CH:14]=[CH:15][CH:16]=[CH:17][CH:18]=1.[C:26]([O:32][CH2:33]Cl)(=[O:31])[C:27]([CH3:30])([CH3:29])[CH3:28].C(N(CC)CC)C.[I-].[Na+], predict the reaction product. The product is: [NH2:22][S:19]([C:10]1[CH:9]=[C:8]([CH:7]=[C:6]([NH:5][CH2:4][CH2:3][CH2:2][CH3:1])[C:11]=1[O:12][C:13]1[CH:18]=[CH:17][CH:16]=[CH:15][CH:14]=1)[C:23]([O:25][CH2:33][O:32][C:26]([C:27]([CH3:30])([CH3:29])[CH3:28])=[O:31])=[O:24])(=[O:21])=[O:20].